Dataset: NCI-60 drug combinations with 297,098 pairs across 59 cell lines. Task: Regression. Given two drug SMILES strings and cell line genomic features, predict the synergy score measuring deviation from expected non-interaction effect. (1) Drug 1: CC12CCC3C(C1CCC2O)C(CC4=C3C=CC(=C4)O)CCCCCCCCCS(=O)CCCC(C(F)(F)F)(F)F. Drug 2: COC1=C2C(=CC3=C1OC=C3)C=CC(=O)O2. Cell line: NCI-H522. Synergy scores: CSS=-1.55, Synergy_ZIP=2.64, Synergy_Bliss=1.20, Synergy_Loewe=-4.05, Synergy_HSA=-3.88. (2) Drug 1: CC12CCC3C(C1CCC2=O)CC(=C)C4=CC(=O)C=CC34C. Drug 2: CCC1=C2CN3C(=CC4=C(C3=O)COC(=O)C4(CC)O)C2=NC5=C1C=C(C=C5)O. Cell line: K-562. Synergy scores: CSS=52.7, Synergy_ZIP=-1.14, Synergy_Bliss=-2.28, Synergy_Loewe=-11.4, Synergy_HSA=-2.04.